From a dataset of Peptide-MHC class I binding affinity with 185,985 pairs from IEDB/IMGT. Regression. Given a peptide amino acid sequence and an MHC pseudo amino acid sequence, predict their binding affinity value. This is MHC class I binding data. (1) The binding affinity (normalized) is 0.0847. The MHC is HLA-B07:02 with pseudo-sequence HLA-B07:02. The peptide sequence is YYNAFHWA. (2) The peptide sequence is LFFSRRFKYL. The MHC is Mamu-B17 with pseudo-sequence Mamu-B17. The binding affinity (normalized) is 0.195. (3) The peptide sequence is IQHPADMSW. The MHC is Mamu-B17 with pseudo-sequence Mamu-B17. The binding affinity (normalized) is 0.811. (4) The peptide sequence is IRLRPGGKK. The MHC is HLA-B07:02 with pseudo-sequence HLA-B07:02. The binding affinity (normalized) is 0. (5) The MHC is HLA-B39:01 with pseudo-sequence HLA-B39:01. The peptide sequence is TEMYIMYAM. The binding affinity (normalized) is 0.750.